Dataset: Full USPTO retrosynthesis dataset with 1.9M reactions from patents (1976-2016). Task: Predict the reactants needed to synthesize the given product. (1) Given the product [F:22][C:21]1[C:16]([C:11]2[N:12]=[C:13]([CH3:15])[N:14]=[C:9]([N:8]([CH2:7][C:6]3[CH:47]=[CH:48][C:3]([O:2][CH3:1])=[CH:4][CH:5]=3)[CH2:38][C:39]3[CH:40]=[CH:41][C:42]([O:45][CH3:46])=[CH:43][CH:44]=3)[CH:10]=2)=[CH:17][C:18]([C@H:23]([N:25]2[CH2:26][CH2:27][NH:28][CH2:29][CH2:30]2)[CH3:24])=[CH:19][N:20]=1, predict the reactants needed to synthesize it. The reactants are: [CH3:1][O:2][C:3]1[CH:48]=[CH:47][C:6]([CH2:7][N:8]([CH2:38][C:39]2[CH:44]=[CH:43][C:42]([O:45][CH3:46])=[CH:41][CH:40]=2)[C:9]2[N:14]=[C:13]([CH3:15])[N:12]=[C:11]([C:16]3[CH:17]=[C:18]([C@H:23]([N:25]4[CH2:30][CH2:29][N:28](C(OC(C)(C)C)=O)[CH2:27][CH2:26]4)[CH3:24])[CH:19]=[N:20][C:21]=3[F:22])[CH:10]=2)=[CH:5][CH:4]=1.C(O)(C(F)(F)F)=O. (2) The reactants are: [CH3:1][C:2]([C:5]1[C:24]([O:25][CH:26]([CH3:28])[CH3:27])=[CH:23][C:8]2[C:9]([C:19]([NH:21][CH3:22])=[O:20])=[C:10]([C:12]3[CH:17]=[CH:16][C:15]([F:18])=[CH:14][CH:13]=3)[O:11][C:7]=2[CH:6]=1)=[CH:3][CH3:4].[H][H]. Given the product [CH:2]([C:5]1[C:24]([O:25][CH:26]([CH3:27])[CH3:28])=[CH:23][C:8]2[C:9]([C:19]([NH:21][CH3:22])=[O:20])=[C:10]([C:12]3[CH:13]=[CH:14][C:15]([F:18])=[CH:16][CH:17]=3)[O:11][C:7]=2[CH:6]=1)([CH2:3][CH3:4])[CH3:1], predict the reactants needed to synthesize it.